This data is from Full USPTO retrosynthesis dataset with 1.9M reactions from patents (1976-2016). The task is: Predict the reactants needed to synthesize the given product. (1) Given the product [CH3:1][C:2]1([CH2:8][O:9][C:18]2[CH:19]=[C:20]([CH:23]=[CH:24][CH:25]=2)[CH:21]=[O:22])[CH2:7][CH2:6][CH2:5][CH2:4][CH2:3]1, predict the reactants needed to synthesize it. The reactants are: [CH3:1][C:2]1([CH2:8][O:9]S(C(F)(F)F)(=O)=O)[CH2:7][CH2:6][CH2:5][CH2:4][CH2:3]1.O[C:18]1[CH:19]=[C:20]([CH:23]=[CH:24][CH:25]=1)[CH:21]=[O:22].O. (2) Given the product [CH2:19]([N:13]1[C:12](=[O:15])[CH:11]=[CH:10][C:9]([C:8]#[C:7][C:1]2[CH:2]=[CH:3][CH:4]=[CH:5][CH:6]=2)=[N:14]1)[CH3:20], predict the reactants needed to synthesize it. The reactants are: [C:1]1([C:7]#[C:8][C:9]2[CH:10]=[CH:11][C:12](=[O:15])[NH:13][N:14]=2)[CH:6]=[CH:5][CH:4]=[CH:3][CH:2]=1.[H-].[Na+].I[CH2:19][CH3:20].O. (3) Given the product [Cl:1][C:2]1[CH:3]=[C:4]([CH:13]=[CH:14][C:15]=1[F:16])[CH2:5][N:6]([CH2:7][CH:8]([O:9][CH3:10])[O:11][CH3:12])[S:23]([C:20]1[CH:21]=[CH:22][C:17]([CH3:27])=[CH:18][CH:19]=1)(=[O:25])=[O:24], predict the reactants needed to synthesize it. The reactants are: [Cl:1][C:2]1[CH:3]=[C:4]([CH:13]=[CH:14][C:15]=1[F:16])[CH2:5][NH:6][CH2:7][CH:8]([O:11][CH3:12])[O:9][CH3:10].[C:17]1([CH3:27])[CH:22]=[CH:21][C:20]([S:23](Cl)(=[O:25])=[O:24])=[CH:19][CH:18]=1.N1C=CC=CC=1. (4) Given the product [OH:35][CH2:34][CH2:33][C:27]1[N:26]=[CH:25][C:24]2[CH:23]([NH:22][C:19](=[O:21])[CH2:18][C@@H:3]3[C:2](=[O:1])[NH:7][CH2:6][CH2:5][N:4]3[S:8]([C:11]3[CH:12]=[CH:13][C:14]([CH3:15])=[CH:16][CH:17]=3)(=[O:10])=[O:9])[CH2:32][CH2:31][CH2:30][C:29]=2[N:28]=1, predict the reactants needed to synthesize it. The reactants are: [O:1]=[C:2]1[NH:7][CH2:6][CH2:5][N:4]([S:8]([C:11]2[CH:17]=[CH:16][C:14]([CH3:15])=[CH:13][CH:12]=2)(=[O:10])=[O:9])[C@@H:3]1[CH2:18][C:19]([OH:21])=O.[NH2:22][CH:23]1[CH2:32][CH2:31][CH2:30][C:29]2[N:28]=[C:27]([CH2:33][CH2:34][OH:35])[N:26]=[CH:25][C:24]1=2.C1C=CC2N(O)N=NC=2C=1.CCN=C=NCCCN(C)C.